Dataset: Forward reaction prediction with 1.9M reactions from USPTO patents (1976-2016). Task: Predict the product of the given reaction. Given the reactants [F:1][C:2]1[CH:30]=[CH:29][C:5]([CH2:6][N:7]2[C:15]3[C:10](=[CH:11][CH:12]=[CH:13][CH:14]=3)[C:9]3C[C@@H:17]([CH2:27]O)[N:18]([C:20](OC(C)(C)C)=[O:21])[CH2:19][C:8]2=3)=[CH:4][CH:3]=1.O(C#[N:34])[K].Cl.[CH2:36]1[CH2:40]OC[CH2:37]1.[OH2:41], predict the reaction product. The product is: [F:1][C:2]1[CH:3]=[CH:4][C:5]([CH2:6][N:7]2[C:15]3[CH:14]=[CH:13][CH:12]=[CH:11][C:10]=3[C:9]3[C:36]([CH3:40])([CH3:37])[CH:17]4[C:27](=[O:41])[NH:34][C:20](=[O:21])[N:18]4[CH2:19][C:8]2=3)=[CH:29][CH:30]=1.